From a dataset of Catalyst prediction with 721,799 reactions and 888 catalyst types from USPTO. Predict which catalyst facilitates the given reaction. (1) Reactant: [N:1]1([C:7]2[C:12]([C:13]([O:15][CH:16]([CH3:18])[CH3:17])=[O:14])=[CH:11][CH:10]=[CH:9][N:8]=2)[CH2:6][CH2:5][NH:4][CH2:3][CH2:2]1.[OH:19][C:20]1[CH:21]=[C:22]([CH:25]=[CH:26][CH:27]=1)[CH:23]=O.O1CCCC1.C(O[BH-](OC(=O)C)OC(=O)C)(=O)C.[Na+]. Product: [OH:19][C:20]1[CH:21]=[C:22]([CH2:23][N:4]2[CH2:3][CH2:2][N:1]([C:7]3[C:12]([C:13]([O:15][CH:16]([CH3:18])[CH3:17])=[O:14])=[CH:11][CH:10]=[CH:9][N:8]=3)[CH2:6][CH2:5]2)[CH:25]=[CH:26][CH:27]=1. The catalyst class is: 25. (2) Product: [F:25][C:21]1[C:20]([I:26])=[C:19]([CH3:27])[C:15]2[C:16](=[O:18])[O:17][C:2](=[O:4])[NH:13][C:14]=2[C:22]=1[O:23][CH3:24]. The catalyst class is: 7. Reactant: Cl[C:2](Cl)([O:4]C(=O)OC(Cl)(Cl)Cl)Cl.[NH2:13][C:14]1[C:22]([O:23][CH3:24])=[C:21]([F:25])[C:20]([I:26])=[C:19]([CH3:27])[C:15]=1[C:16]([OH:18])=[O:17]. (3) Reactant: [Cl:1][C:2]1[CH:9]=[C:8]([OH:10])[CH:7]=[CH:6][C:3]=1[C:4]#[N:5].[H-].[Na+].[CH3:13]I. Product: [Cl:1][C:2]1[CH:9]=[C:8]([O:10][CH3:13])[CH:7]=[CH:6][C:3]=1[C:4]#[N:5]. The catalyst class is: 3. (4) Reactant: [NH:1]1[CH2:5][CH2:4][CH:3]([OH:6])[CH2:2]1.[C:7]([NH:10][C:11]1[S:12][C:13]([S:17](Cl)(=[O:19])=[O:18])=[C:14]([CH3:16])[N:15]=1)(=[O:9])[CH3:8].C(N(CC)CC)C. Product: [C:7]([NH:10][C:11]1[S:12][C:13]([S:17]([N:1]2[CH2:5][CH2:4][CH:3]([OH:6])[CH2:2]2)(=[O:18])=[O:19])=[C:14]([CH3:16])[N:15]=1)(=[O:9])[CH3:8]. The catalyst class is: 1. (5) Product: [CH2:1]([CH:4]1[CH2:9][CH2:8][CH:7]([CH:10]2[CH2:15][CH2:14][CH:13]([CH2:16][CH2:17][CH2:18][O:19][C:27](=[O:31])[C:28]([CH3:30])=[CH2:29])[CH2:12][CH2:11]2)[CH2:6][CH2:5]1)[CH2:2][CH3:3]. Reactant: [CH2:1]([CH:4]1[CH2:9][CH2:8][CH:7]([CH:10]2[CH2:15][CH2:14][CH:13]([CH2:16][CH2:17][CH2:18][OH:19])[CH2:12][CH2:11]2)[CH2:6][CH2:5]1)[CH2:2][CH3:3].C(N(CC)CC)C.[C:27](Cl)(=[O:31])[C:28]([CH3:30])=[CH2:29]. The catalyst class is: 4. (6) Reactant: Br[C:2]1[CH:13]=[CH:12][C:5]2[N:6]([CH3:11])[C:7](=[O:10])[N:8]([CH3:9])[C:4]=2[CH:3]=1.[B:14]1([B:14]2[O:18][C:17]([CH3:20])([CH3:19])[C:16]([CH3:22])([CH3:21])[O:15]2)[O:18][C:17]([CH3:20])([CH3:19])[C:16]([CH3:22])([CH3:21])[O:15]1.C([O-])(=O)C.[K+].N#N.C(Cl)Cl. Product: [CH3:11][N:6]1[C:5]2[CH:12]=[CH:13][C:2]([B:14]3[O:18][C:17]([CH3:20])([CH3:19])[C:16]([CH3:22])([CH3:21])[O:15]3)=[CH:3][C:4]=2[N:8]([CH3:9])[C:7]1=[O:10]. The catalyst class is: 800. (7) Reactant: [F:1][C:2]1[CH:7]=[CH:6][CH:5]=[CH:4][C:3]=1[C:8]1[C:20]2[C:19]3[C:14](=[CH:15][C:16]([CH2:21][OH:22])=[CH:17][CH:18]=3)[NH:13][C:12]=2[C:11]([C:23]([NH2:25])=[O:24])=[CH:10][CH:9]=1.[CH3:26][S:27](Cl)(=[O:29])=[O:28]. Product: [CH3:26][S:27]([O:22][CH2:21][C:16]1[CH:17]=[CH:18][C:19]2[C:20]3[C:12](=[C:11]([C:23](=[O:24])[NH2:25])[CH:10]=[CH:9][C:8]=3[C:3]3[CH:4]=[CH:5][CH:6]=[CH:7][C:2]=3[F:1])[NH:13][C:14]=2[CH:15]=1)(=[O:29])=[O:28]. The catalyst class is: 49. (8) Reactant: C(Cl)(=O)C(Cl)=O.Cl[C:8]([CH:10]1[CH2:13][C:12]2([CH2:18][CH2:17][N:16]([C:19]([O:21][CH2:22][C:23]3[CH:28]=[CH:27][CH:26]=[CH:25][CH:24]=3)=[O:20])[CH2:15][CH2:14]2)[CH2:11]1)=[O:9].[CH3:29][C:30]1([CH3:37])[CH2:36][NH:35][CH2:34][CH2:33][NH:32][CH2:31]1.CCN(CC)CC. Product: [CH3:29][C:30]1([CH3:37])[CH2:36][N:35]([C:8]([CH:10]2[CH2:13][C:12]3([CH2:18][CH2:17][N:16]([C:19]([O:21][CH2:22][C:23]4[CH:28]=[CH:27][CH:26]=[CH:25][CH:24]=4)=[O:20])[CH2:15][CH2:14]3)[CH2:11]2)=[O:9])[CH2:34][CH2:33][NH:32][CH2:31]1. The catalyst class is: 59.